Dataset: Peptide-MHC class I binding affinity with 185,985 pairs from IEDB/IMGT. Task: Regression. Given a peptide amino acid sequence and an MHC pseudo amino acid sequence, predict their binding affinity value. This is MHC class I binding data. (1) The peptide sequence is FPVRPQVPLR. The MHC is HLA-A02:06 with pseudo-sequence HLA-A02:06. The binding affinity (normalized) is 0. (2) The peptide sequence is YIYTRSFQM. The MHC is HLA-B08:01 with pseudo-sequence HLA-B08:01. The binding affinity (normalized) is 0.640. (3) The peptide sequence is ATVVIGTSK. The MHC is HLA-B15:01 with pseudo-sequence HLA-B15:01. The binding affinity (normalized) is 0.0847. (4) The peptide sequence is TSASFTDLY. The MHC is HLA-A02:19 with pseudo-sequence HLA-A02:19. The binding affinity (normalized) is 0.0847. (5) The peptide sequence is RKMPHLFSK. The MHC is HLA-A02:12 with pseudo-sequence HLA-A02:12. The binding affinity (normalized) is 0.0847. (6) The peptide sequence is FRYNGLIHR. The MHC is Mamu-A20102 with pseudo-sequence Mamu-A20102. The binding affinity (normalized) is 0. (7) The peptide sequence is RSLIIVLLF. The MHC is HLA-A32:01 with pseudo-sequence HLA-A32:01. The binding affinity (normalized) is 0.473. (8) The peptide sequence is RPPRRGDKF. The MHC is HLA-A02:01 with pseudo-sequence HLA-A02:01. The binding affinity (normalized) is 0.0847.